This data is from Forward reaction prediction with 1.9M reactions from USPTO patents (1976-2016). The task is: Predict the product of the given reaction. (1) Given the reactants [CH:1]1([CH2:4][O:5][C:6]2[CH:11]=[C:10]([O:12][CH2:13][CH2:14][O:15][CH3:16])[CH:9]=[CH:8][C:7]=2/[CH:17]=[CH:18]/[C:19]([O:21][CH2:22][CH3:23])=[O:20])[CH2:3][CH2:2]1, predict the reaction product. The product is: [CH:1]1([CH2:4][O:5][C:6]2[CH:11]=[C:10]([O:12][CH2:13][CH2:14][O:15][CH3:16])[CH:9]=[CH:8][C:7]=2[CH2:17][CH2:18][C:19]([O:21][CH2:22][CH3:23])=[O:20])[CH2:3][CH2:2]1. (2) Given the reactants C=O.[CH2:3]([O:10][C:11]1[CH:30]=[CH:29][C:14]([O:15][C:16]2[CH:28]=[CH:27][C:19]3[NH:20][CH2:21][CH2:22][NH:23][S:24](=[O:26])(=[O:25])[C:18]=3[CH:17]=2)=[CH:13][CH:12]=1)[C:4]1[CH:9]=[CH:8][CH:7]=[CH:6][CH:5]=1.[CH3:31]C1C(Br)=C(O)C(Br)=CC=1C1(C2C=C(Br)C(O)=C(Br)C=2C)OS(=O)(=O)C2C=CC=CC1=2.C([BH3-])#N.[Na+].Cl.C([O-])(O)=O.[Na+], predict the reaction product. The product is: [CH2:3]([O:10][C:11]1[CH:30]=[CH:29][C:14]([O:15][C:16]2[CH:28]=[CH:27][C:19]3[N:20]([CH3:31])[CH2:21][CH2:22][NH:23][S:24](=[O:26])(=[O:25])[C:18]=3[CH:17]=2)=[CH:13][CH:12]=1)[C:4]1[CH:5]=[CH:6][CH:7]=[CH:8][CH:9]=1. (3) Given the reactants Cl.[F:2][C:3]1[CH:4]=[C:5]([C@:14]2([NH2:24])[C:19]3=[N:20][CH:21]=[CH:22][CH:23]=[C:18]3[O:17][CH2:16][CH2:15]2)[CH:6]=[CH:7][C:8]=1[O:9][C:10]([F:13])([F:12])[F:11].[Br:25][C:26]1[CH:27]=[C:28]([CH:32]=[CH:33][C:34]=1[C:35]([O:37][CH3:38])=[O:36])[C:29](O)=[O:30].CCN(C(C)C)C(C)C.CN(C(ON1N=NC2C=CC=NC1=2)=[N+](C)C)C.F[P-](F)(F)(F)(F)F, predict the reaction product. The product is: [Br:25][C:26]1[CH:27]=[C:28]([C:29](=[O:30])[NH:24][C@@:14]2([C:5]3[CH:6]=[CH:7][C:8]([O:9][C:10]([F:13])([F:11])[F:12])=[C:3]([F:2])[CH:4]=3)[C:19]3=[N:20][CH:21]=[CH:22][CH:23]=[C:18]3[O:17][CH2:16][CH2:15]2)[CH:32]=[CH:33][C:34]=1[C:35]([O:37][CH3:38])=[O:36]. (4) The product is: [C:1]([O:5][P:6]([O:13][CH2:14][C@@H:15]([N:20]1[C:29]2[C:24](=[CH:25][C:26]([C:30]3[CH:31]=[N:32][C:33]([NH:45][C:46]([NH:48][CH2:49][CH3:50])=[O:47])=[CH:34][C:35]=3[C:36]3[S:37][CH:38]=[C:39]([C:41]([F:43])([F:42])[F:44])[N:40]=3)=[CH:27][CH:28]=2)[C:23](=[O:51])[C:22]([C:52]([OH:54])=[O:53])=[CH:21]1)[C:16]([CH3:19])([CH3:18])[CH3:17])([OH:8])=[O:7])([CH3:2])([CH3:3])[CH3:4]. Given the reactants [C:1]([O:5][P:6]([O:13][CH2:14][C@@H:15]([N:20]1[C:29]2[C:24](=[CH:25][C:26]([C:30]3[CH:31]=[N:32][C:33]([NH:45][C:46]([NH:48][CH2:49][CH3:50])=[O:47])=[CH:34][C:35]=3[C:36]3[S:37][CH:38]=[C:39]([C:41]([F:44])([F:43])[F:42])[N:40]=3)=[CH:27][CH:28]=2)[C:23](=[O:51])[C:22]([C:52]([O:54]CC)=[O:53])=[CH:21]1)[C:16]([CH3:19])([CH3:18])[CH3:17])([O:8]C(C)(C)C)=[O:7])([CH3:4])([CH3:3])[CH3:2].[OH-].[Li+], predict the reaction product.